From a dataset of Forward reaction prediction with 1.9M reactions from USPTO patents (1976-2016). Predict the product of the given reaction. (1) Given the reactants C([O:4][C@@H:5]1[C@@H:9]([Br:10])[C@@H:8]([CH2:11][O:12]C(=O)C)[O:7][C@H:6]1[N:16]1[CH:26]=[CH:25][C:20]([NH:21]C(=O)C)=[N:19][C:17]1=[O:18])(=O)C, predict the reaction product. The product is: [Br:10][C@H:9]1[C@@H:8]([CH2:11][OH:12])[O:7][C@@H:6]([N:16]2[CH:26]=[CH:25][C:20]([NH2:21])=[N:19][C:17]2=[O:18])[C@@H:5]1[OH:4]. (2) Given the reactants [CH3:1][CH:2]([CH3:15])[CH2:3][CH2:4][O:5][C:6]1[CH:14]=[CH:13][C:9]([C:10](O)=[O:11])=[CH:8][N:7]=1.[H-].[Al+3].[Li+].[H-].[H-].[H-], predict the reaction product. The product is: [CH3:1][CH:2]([CH3:15])[CH2:3][CH2:4][O:5][C:6]1[N:7]=[CH:8][C:9]([CH2:10][OH:11])=[CH:13][CH:14]=1. (3) Given the reactants Cl.[C:2]1([C:8]2[CH:9]=[C:10]3[C:14](=[C:15]([C:17]([NH2:19])=[O:18])[CH:16]=2)[NH:13][N:12]=[C:11]3[CH:20]2[CH2:25][CH2:24][NH:23][CH2:22][CH2:21]2)[CH:7]=[CH:6][CH:5]=[CH:4][CH:3]=1.C(N(C(C)C)CC)(C)C.[CH3:35][N:36]1[CH:40]=[C:39]([S:41](Cl)(=[O:43])=[O:42])[N:38]=[C:37]1[CH3:45], predict the reaction product. The product is: [CH3:35][N:36]1[CH:40]=[C:39]([S:41]([N:23]2[CH2:24][CH2:25][CH:20]([C:11]3[C:10]4[C:14](=[C:15]([C:17]([NH2:19])=[O:18])[CH:16]=[C:8]([C:2]5[CH:3]=[CH:4][CH:5]=[CH:6][CH:7]=5)[CH:9]=4)[NH:13][N:12]=3)[CH2:21][CH2:22]2)(=[O:43])=[O:42])[N:38]=[C:37]1[CH3:45]. (4) Given the reactants [CH3:1][O:2][C:3]1[CH:4]=[C:5]2[C:10](=[CH:11][CH:12]=1)[C:9](=[O:13])[CH:8]([CH2:14]/[CH:15]=[CH:16]/[CH:17]=O)[CH2:7][CH2:6]2.[C:19]1([CH3:32])[CH:24]=[CH:23][CH:22]=[CH:21][C:20]=1[CH2:25][NH:26][CH:27]=[CH:28][C:29](=[O:31])[CH3:30], predict the reaction product. The product is: [C:29]([C:28]1[CH:15]([CH2:14][CH:8]2[CH2:7][CH2:6][C:5]3[C:10](=[CH:11][CH:12]=[C:3]([O:2][CH3:1])[CH:4]=3)[C:9]2=[O:13])[CH:16]=[CH:17][N:26]([CH2:25][C:20]2[CH:21]=[CH:22][CH:23]=[CH:24][C:19]=2[CH3:32])[CH:27]=1)(=[O:31])[CH3:30]. (5) Given the reactants [H-].C([Al+]CC(C)C)C(C)C.[CH2:11]([N:18]([CH3:30])[S:19]([C:22]1[CH:27]=[CH:26][CH:25]=[C:24]([C:28]#N)[CH:23]=1)(=[O:21])=[O:20])[C:12]1[CH:17]=[CH:16][CH:15]=[CH:14][CH:13]=1.[C@H](O)(C([O-])=O)[C@@H](O)C([O-])=[O:34].[Na+].[K+], predict the reaction product. The product is: [CH2:11]([N:18]([CH3:30])[S:19]([C:22]1[CH:27]=[CH:26][CH:25]=[C:24]([CH:28]=[O:34])[CH:23]=1)(=[O:21])=[O:20])[C:12]1[CH:17]=[CH:16][CH:15]=[CH:14][CH:13]=1. (6) Given the reactants [Cl:1][C:2]1[C:7]([F:8])=[CH:6][CH:5]=[C:4]([Cl:9])[C:3]=1/[CH:10]=[N:11]/[N:12]1[C:20]2[C:15](=[N:16][CH:17]=[C:18]([C:21]3[CH:22]=[N:23][N:24]([CH:26]4[CH2:31][CH2:30][N:29](C(OC(C)(C)C)=O)[CH2:28][CH2:27]4)[CH:25]=3)[CH:19]=2)[CH:14]=[CH:13]1.Cl, predict the reaction product. The product is: [Cl:1][C:2]1[C:7]([F:8])=[CH:6][CH:5]=[C:4]([Cl:9])[C:3]=1/[CH:10]=[N:11]/[N:12]1[C:20]2[C:15](=[N:16][CH:17]=[C:18]([C:21]3[CH:22]=[N:23][N:24]([CH:26]4[CH2:27][CH2:28][NH:29][CH2:30][CH2:31]4)[CH:25]=3)[CH:19]=2)[CH:14]=[CH:13]1. (7) Given the reactants [N+:1]([C:4]1[CH:5]=[C:6]2[C:11](=[CH:12][CH:13]=1)[N:10]=[CH:9][CH:8]=[CH:7]2)([O-])=O.[OH-].[K+].[C:16](CC(OCC)=O)#[N:17], predict the reaction product. The product is: [NH2:1][C:4]1[CH:13]=[CH:12][C:11]2[N:10]=[CH:9][CH:8]=[CH:7][C:6]=2[C:5]=1[C:16]#[N:17]. (8) Given the reactants CCN(C(C)C)C(C)C.[Cl:10][C:11]1[CH:30]=[CH:29][C:14]2[O:15][C:16]3[CH:28]=[CH:27][CH:26]=[CH:25][C:17]=3[C@@H:18]3[C@H:23]([NH2:24])[CH2:22][CH2:21][CH2:20][N:19]3[C:13]=2[CH:12]=1.CN(C(ON1N=NC2C=CC=NC1=2)=[N+](C)C)C.F[P-](F)(F)(F)(F)F.[NH:55]([C:60]([O:62][C:63]([CH3:66])([CH3:65])[CH3:64])=[O:61])[CH2:56][C:57](O)=[O:58], predict the reaction product. The product is: [CH3:66][C:63]([O:62][C:60](=[O:61])[NH:55][CH2:56][C:57]([NH:24][C@H:23]1[C@@H:18]2[N:19]([C:13]3[CH:12]=[C:11]([Cl:10])[CH:30]=[CH:29][C:14]=3[O:15][C:16]3[CH:28]=[CH:27][CH:26]=[CH:25][C:17]=32)[CH2:20][CH2:21][CH2:22]1)=[O:58])([CH3:64])[CH3:65]. (9) Given the reactants [C:1]([NH:4][C:5]1[C:13]([Cl:14])=[CH:12][C:8]([C:9]([OH:11])=O)=[C:7]([O:15][CH3:16])[CH:6]=1)(=[O:3])[CH3:2].FC(F)(F)[C:19]1[CH:20]=[C:21]([CH:23]=[C:24]([C:26]([F:29])([F:28])[F:27])[CH:25]=1)[NH2:22], predict the reaction product. The product is: [C:1]([NH:4][C:5]1[C:13]([Cl:14])=[CH:12][C:8]([C:9]([NH:22][C:21]2[C:20]([C:26]([F:29])([F:28])[F:27])=[CH:19][CH:25]=[C:24]([C:26]([F:27])([F:28])[F:29])[CH:23]=2)=[O:11])=[C:7]([O:15][CH3:16])[CH:6]=1)(=[O:3])[CH3:2]. (10) Given the reactants [OH:1][C@@:2]1([CH2:47][O:48][CH3:49])[CH2:7][CH2:6][CH2:5][CH2:4][C@H:3]1[N:8]1[C:12]([C:13]2[CH:18]=[CH:17][CH:16]=[CH:15][CH:14]=2)=[C:11]([C:19]([N:21]2[CH2:26][CH2:25][N:24](C(OCC3C=CC=CC=3)=O)[CH2:23][C@H:22]2[CH2:37][CH2:38][N:39]([CH3:46])[C:40]2[CH:45]=[CH:44][CH:43]=[CH:42][CH:41]=2)=[O:20])[N:10]=[CH:9]1, predict the reaction product. The product is: [CH:40]1([N:39]([CH3:46])[CH2:38][CH2:37][C@@H:22]2[CH2:23][NH:24][CH2:25][CH2:26][N:21]2[C:19]([C:11]2[N:10]=[CH:9][N:8]([C@@H:3]3[CH2:4][CH2:5][CH2:6][CH2:7][C@:2]3([CH2:47][O:48][CH3:49])[OH:1])[C:12]=2[C:13]2[CH:14]=[CH:15][CH:16]=[CH:17][CH:18]=2)=[O:20])[CH2:45][CH2:44][CH2:43][CH2:42][CH2:41]1.